This data is from Full USPTO retrosynthesis dataset with 1.9M reactions from patents (1976-2016). The task is: Predict the reactants needed to synthesize the given product. (1) The reactants are: S(=O)(=O)(O)O.[OH:6][CH2:7][CH2:8][N:9]1[CH2:14][CH2:13][N:12]([C:15]2[CH:16]=[C:17]([CH:20]=[CH:21][CH:22]=2)[C:18]#N)[CH2:11][CH2:10]1.C([O-])([O-])=[O:24].[Na+].[Na+].[OH-].[Na+].[CH2:31]([OH:33])[CH3:32]. Given the product [CH2:31]([O:33][C:18](=[O:24])[C:17]1[CH:20]=[CH:21][CH:22]=[C:15]([N:12]2[CH2:13][CH2:14][N:9]([CH2:8][CH2:7][OH:6])[CH2:10][CH2:11]2)[CH:16]=1)[CH3:32], predict the reactants needed to synthesize it. (2) Given the product [O-:21][OH:22].[CH:19]1([C:13]2[CH:14]=[CH:15][CH:16]=[CH:17][CH:18]=2)[CH2:23][CH2:24][CH2:25][CH2:26][CH2:27]1.[CH:34]1([C:28]2[CH:29]=[CH:30][CH:31]=[CH:32][CH:33]=2)[CH2:35][CH2:36][CH2:37][CH2:38][CH2:39]1, predict the reactants needed to synthesize it. The reactants are: ON1C(=O)C2=CC=CC=C2C1=O.[CH:13]1([C:19]2([CH:27]=[CH:26][CH:25]=[CH:24][CH2:23]2)C[O:21][OH:22])[CH2:18][CH2:17][CH2:16][CH2:15][CH2:14]1.[CH:28]1([C:34]2[CH:39]=[CH:38][CH:37]=[CH:36][CH:35]=2)[CH2:33][CH2:32][CH2:31][CH2:30][CH2:29]1. (3) Given the product [ClH:34].[F:1][C@H:2]1[CH2:6][CH2:5][NH:4][C@@H:3]1[C:14]([NH:15][C:16]1[CH:21]=[C:20]([C:22]2[CH:27]=[N:26][C:25]([C:28]([F:30])([F:31])[F:29])=[CH:24][N:23]=2)[CH:19]=[C:18]([F:32])[CH:17]=1)=[O:33], predict the reactants needed to synthesize it. The reactants are: [F:1][C@H:2]1[CH2:6][CH2:5][N:4](C(OC(C)(C)C)=O)[C@@H:3]1[C:14](=[O:33])[NH:15][C:16]1[CH:21]=[C:20]([C:22]2[CH:27]=[N:26][C:25]([C:28]([F:31])([F:30])[F:29])=[CH:24][N:23]=2)[CH:19]=[C:18]([F:32])[CH:17]=1.[ClH:34]. (4) Given the product [NH2:17][C:12]1[CH:11]=[C:10]([S:9][C:6]2[CH:7]=[CH:8][C:3]([OH:2])=[CH:4][CH:5]=2)[CH:15]=[C:14]([CH3:16])[CH:13]=1, predict the reactants needed to synthesize it. The reactants are: C[O:2][C:3]1[CH:8]=[CH:7][C:6]([S:9][C:10]2[CH:11]=[C:12]([NH2:17])[CH:13]=[C:14]([CH3:16])[CH:15]=2)=[CH:5][CH:4]=1.B(Br)(Br)Br. (5) Given the product [F:24][C:19]1[CH:20]=[CH:21][CH:22]=[CH:23][C:18]=1[C:15]1[N:14]=[CH:13][C:12]([NH:11][C:9](=[O:10])[C:8]2[CH:25]=[CH:26][C:27]([O:28][C:29]([F:32])([F:31])[F:30])=[C:6]([NH:5][C:3](=[O:4])[CH:2]([N:34]3[CH2:39][CH2:38][O:37][CH2:36][CH2:35]3)[CH3:33])[CH:7]=2)=[CH:17][CH:16]=1, predict the reactants needed to synthesize it. The reactants are: Cl[CH:2]([CH3:33])[C:3]([NH:5][C:6]1[CH:7]=[C:8]([CH:25]=[CH:26][C:27]=1[O:28][C:29]([F:32])([F:31])[F:30])[C:9]([NH:11][C:12]1[CH:13]=[N:14][C:15]([C:18]2[CH:23]=[CH:22][CH:21]=[CH:20][C:19]=2[F:24])=[CH:16][CH:17]=1)=[O:10])=[O:4].[NH:34]1[CH2:39][CH2:38][O:37][CH2:36][CH2:35]1.C(N(CC)CC)C.[I-].[K+].